Dataset: Peptide-MHC class II binding affinity with 134,281 pairs from IEDB. Task: Regression. Given a peptide amino acid sequence and an MHC pseudo amino acid sequence, predict their binding affinity value. This is MHC class II binding data. The peptide sequence is VDKFLANVSTVLTGK. The MHC is DRB1_0802 with pseudo-sequence DRB1_0802. The binding affinity (normalized) is 0.823.